This data is from Reaction yield outcomes from USPTO patents with 853,638 reactions. The task is: Predict the reaction yield, written as a fraction of the theoretical maximum amount of product (1.0 means a 100% yield; for example, 0.34 means a 34% yield). (1) The reactants are [N:1]1[CH:6]=[CH:5][C:4]([NH:7][C:8]2[CH:16]=[CH:15][C:11]([C:12]([OH:14])=O)=[CH:10][CH:9]=2)=[CH:3][CH:2]=1.CN(C=O)C.[N+:22]([C:25]1[CH:31]=[CH:30][C:28]([NH2:29])=[CH:27][CH:26]=1)([O-:24])=[O:23].N. The catalyst is O=S(Cl)Cl.O.CCN(CC)CC.N1C=CC=CC=1. The product is [N+:22]([C:25]1[CH:31]=[CH:30][C:28]([NH:29][C:12](=[O:14])[C:11]2[CH:10]=[CH:9][C:8]([NH:7][C:4]3[CH:3]=[CH:2][N:1]=[CH:6][CH:5]=3)=[CH:16][CH:15]=2)=[CH:27][CH:26]=1)([O-:24])=[O:23]. The yield is 0.320. (2) The reactants are [NH2:1][C:2]1[CH:9]=[C:8]([Cl:10])[CH:7]=[CH:6][C:3]=1[CH:4]=O.[CH3:11][C:12]1C=CC(S(NN)(=O)=O)=CC=1.C(=O)([O-])[O-].[K+].[K+].C(B(O)O)C. The catalyst is O1CCOCC1.C(Cl)Cl. The product is [Cl:10][C:8]1[CH:7]=[CH:6][C:3]([CH2:4][CH2:11][CH3:12])=[C:2]([CH:9]=1)[NH2:1]. The yield is 0.640. (3) The reactants are [CH3:1][NH2:2].CS(O[CH2:8][CH2:9][CH:10]([NH:18][C:19]([O:21][C:22]([CH3:25])([CH3:24])[CH3:23])=[O:20])[C:11]1[CH:16]=[CH:15][C:14]([Cl:17])=[CH:13][CH:12]=1)(=O)=O. The catalyst is C1COCC1. The product is [Cl:17][C:14]1[CH:15]=[CH:16][C:11]([CH:10]([NH:18][C:19](=[O:20])[O:21][C:22]([CH3:25])([CH3:24])[CH3:23])[CH2:9][CH2:8][NH:2][CH3:1])=[CH:12][CH:13]=1. The yield is 0.900. (4) The reactants are [F:1][C:2]([F:35])([F:34])[C:3]1[CH:4]=[C:5]([C:13]([CH3:33])([CH3:32])[C:14]([N:16]([C:18]2[CH:19]=[N:20][C:21](I)=[CH:22][C:23]=2[C:24]2[CH:29]=[CH:28][CH:27]=[CH:26][C:25]=2[CH3:30])[CH3:17])=[O:15])[CH:6]=[C:7]([C:9]([F:12])([F:11])[F:10])[CH:8]=1.[CH2:36]([O:38]C([Sn](CCCC)(CCCC)CCCC)=C)[CH3:37].Cl.[F-].[K+]. The catalyst is C1(C)C=CC=CC=1.[OH-].[Na+].Cl[Pd](Cl)([P](C1C=CC=CC=1)(C1C=CC=CC=1)C1C=CC=CC=1)[P](C1C=CC=CC=1)(C1C=CC=CC=1)C1C=CC=CC=1. The product is [C:36]([C:21]1[N:20]=[CH:19][C:18]([N:16]([CH3:17])[C:14](=[O:15])[C:13]([C:5]2[CH:4]=[C:3]([C:2]([F:35])([F:34])[F:1])[CH:8]=[C:7]([C:9]([F:12])([F:11])[F:10])[CH:6]=2)([CH3:33])[CH3:32])=[C:23]([C:24]2[CH:29]=[CH:28][CH:27]=[CH:26][C:25]=2[CH3:30])[CH:22]=1)(=[O:38])[CH3:37]. The yield is 0.570. (5) The reactants are Cl[C:2]1[CH:3]=[CH:4][C:5]2[C:34]3[C:10](=[C:11]4[C:31](=[CH:32][CH:33]=3)[C:15]3[N:16]=[C:17]([C@@H:19]5[CH2:23][CH2:22][CH2:21][N:20]5[C:24]([O:26][C:27]([CH3:30])([CH3:29])[CH3:28])=[O:25])[NH:18][C:14]=3[CH:13]=[CH:12]4)[O:9][CH2:8][C:6]=2[CH:7]=1.[B:35]1([B:35]2[O:39][C:38]([CH3:41])([CH3:40])[C:37]([CH3:43])([CH3:42])[O:36]2)[O:39][C:38]([CH3:41])([CH3:40])[C:37]([CH3:43])([CH3:42])[O:36]1.CC(C1C=C(C(C)C)C(C2C=CC=CC=2P(C2CCCCC2)C2CCCCC2)=C(C(C)C)C=1)C.C([O-])(=O)C.[K+]. The catalyst is O1CCOCC1.C(OCC)(=O)C.C1C=CC(/C=C/C(/C=C/C2C=CC=CC=2)=O)=CC=1.C1C=CC(/C=C/C(/C=C/C2C=CC=CC=2)=O)=CC=1.C1C=CC(/C=C/C(/C=C/C2C=CC=CC=2)=O)=CC=1.[Pd].[Pd]. The product is [CH3:42][C:37]1([CH3:43])[C:38]([CH3:41])([CH3:40])[O:39][B:35]([C:2]2[CH:3]=[CH:4][C:5]3[C:34]4[C:10](=[C:11]5[C:31](=[CH:32][CH:33]=4)[C:15]4[N:16]=[C:17]([C@@H:19]6[CH2:23][CH2:22][CH2:21][N:20]6[C:24]([O:26][C:27]([CH3:30])([CH3:29])[CH3:28])=[O:25])[NH:18][C:14]=4[CH:13]=[CH:12]5)[O:9][CH2:8][C:6]=3[CH:7]=2)[O:36]1. The yield is 0.900. (6) The reactants are [NH2:1][C:2]1[N:7]=[C:6](/[C:8](=[C:11]2\[NH:12][C:13]3[CH:21]=[CH:20][CH:19]=[CH:18][C:14]=3[N:15]\2[CH2:16][CH3:17])/[C:9]#[N:10])[C:5]([CH3:22])=[CH:4][N:3]=1.[C:23]([N:26]1[CH2:31][CH2:30][O:29][CH:28]([C:32](O)=[O:33])[CH2:27]1)(=[O:25])[CH3:24]. No catalyst specified. The product is [C:23]([N:26]1[CH2:31][CH2:30][O:29][CH:28]([C:32]([NH:1][C:2]2[N:7]=[C:6](/[C:8](/[C:9]#[N:10])=[C:11]3\[NH:12][C:13]4[CH:21]=[CH:20][CH:19]=[CH:18][C:14]=4[N:15]\3[CH2:16][CH3:17])[C:5]([CH3:22])=[CH:4][N:3]=2)=[O:33])[CH2:27]1)(=[O:25])[CH3:24]. The yield is 0.620.